This data is from Full USPTO retrosynthesis dataset with 1.9M reactions from patents (1976-2016). The task is: Predict the reactants needed to synthesize the given product. The reactants are: [CH3:1][O:2][C:3](=[O:32])[CH:4]([NH:17][C:18]([C:20]1[CH:25]=[CH:24][C:23]([C:26]2[CH:31]=[CH:30][CH:29]=[CH:28][CH:27]=2)=[CH:22][CH:21]=1)=O)[C:5](=O)[C:6]1[CH:11]=[CH:10][CH:9]=[C:8]([C:12]([F:15])([F:14])[F:13])[CH:7]=1.C([O-])(=O)C.[NH4+:37].C(O)(=O)C. Given the product [CH3:1][O:2][C:3]([C:4]1[NH:17][C:18]([C:20]2[CH:25]=[CH:24][C:23]([C:26]3[CH:31]=[CH:30][CH:29]=[CH:28][CH:27]=3)=[CH:22][CH:21]=2)=[N:37][C:5]=1[C:6]1[CH:11]=[CH:10][CH:9]=[C:8]([C:12]([F:15])([F:14])[F:13])[CH:7]=1)=[O:32], predict the reactants needed to synthesize it.